From a dataset of Peptide-MHC class I binding affinity with 185,985 pairs from IEDB/IMGT. Regression. Given a peptide amino acid sequence and an MHC pseudo amino acid sequence, predict their binding affinity value. This is MHC class I binding data. (1) The peptide sequence is YTSGPGIR. The MHC is Mamu-A01 with pseudo-sequence Mamu-A01. The binding affinity (normalized) is 0.0164. (2) The peptide sequence is ISLNSMYTR. The MHC is HLA-A03:01 with pseudo-sequence HLA-A03:01. The binding affinity (normalized) is 0.194. (3) The peptide sequence is NVHRSQFAQ. The MHC is HLA-B48:01 with pseudo-sequence HLA-B48:01. The binding affinity (normalized) is 0.0847. (4) The peptide sequence is CTDPYSQMV. The MHC is HLA-B39:01 with pseudo-sequence HLA-B39:01. The binding affinity (normalized) is 0.408.